From a dataset of Reaction yield outcomes from USPTO patents with 853,638 reactions. Predict the reaction yield, written as a fraction of the theoretical maximum amount of product (1.0 means a 100% yield; for example, 0.34 means a 34% yield). (1) The reactants are [Br:1][C:2]1[CH:33]=[CH:32][C:5]([C:6]([O:8][CH:9]2[C:13]3[N:14]=[CH:15][N:16]=[C:17]([N:18]4[CH2:23][CH2:22][N:21]([C:24]([O:26][C:27]([CH3:30])([CH3:29])[CH3:28])=[O:25])[CH2:20][CH2:19]4)[C:12]=3[C@H:11]([CH3:31])[CH2:10]2)=[O:7])=[CH:4][CH:3]=1. The catalyst is C(OCC)(=O)C. The product is [Br:1][C:2]1[CH:33]=[CH:32][C:5]([C:6]([O:8][C@H:9]2[C:13]3[N:14]=[CH:15][N:16]=[C:17]([N:18]4[CH2:19][CH2:20][N:21]([C:24]([O:26][C:27]([CH3:28])([CH3:30])[CH3:29])=[O:25])[CH2:22][CH2:23]4)[C:12]=3[C@H:11]([CH3:31])[CH2:10]2)=[O:7])=[CH:4][CH:3]=1. The yield is 0.370. (2) The reactants are [H-].[Na+].[CH3:3][C:4]([NH:6][C:7]1[CH:8]=[CH:9][C:10]([OH:13])=[CH:11][CH:12]=1)=[O:5].[CH3:14][S:15][CH2:16]Cl.CO. The catalyst is CN(C)P(N(C)C)(N(C)C)=O.ClCCl. The product is [CH3:14][S:15][CH2:16][O:13][C:10]1[CH:11]=[CH:12][C:7]([NH:6][C:4](=[O:5])[CH3:3])=[CH:8][CH:9]=1. The yield is 0.250. (3) The reactants are C([N:4]([CH:7](C)C)[CH2:5][CH3:6])(C)C.[CH2:10]([O:12][C:13]([C:15]1([NH:20][C:21]([CH:23]2[CH2:27][CH:26]([OH:28])[CH2:25][CH:24]2[C:29]([OH:31])=O)=[O:22])[CH2:17][CH:16]1[CH:18]=[CH2:19])=[O:14])[CH3:11].CN(C=O)C.CN(C(ON1N=N[C:47]2[CH:48]=[CH:49]C=N[C:46]1=2)=[N+](C)C)C.F[P-](F)(F)(F)(F)F.CCN(C(C)C)C(C)C. The catalyst is C(Cl)Cl. The product is [CH2:10]([O:12][C:13]([C:15]1([NH:20][C:21]([CH:23]2[CH2:27][CH:26]([OH:28])[CH2:25][CH:24]2[C:29](=[O:31])[N:4]([CH2:5][CH2:6][CH2:49][CH2:48][CH:47]=[CH2:46])[CH3:7])=[O:22])[CH2:17][CH:16]1[CH:18]=[CH2:19])=[O:14])[CH3:11]. The yield is 0.740. (4) The reactants are [NH2:1][C:2]1[C:12](Br)=[CH:11][C:5]([C:6]([O:8][CH2:9][CH3:10])=[O:7])=[CH:4][N:3]=1.C(N(CC)CC)C.[C:21]1([C:27]#[CH:28])[CH:26]=[CH:25][CH:24]=[CH:23][CH:22]=1.O. The catalyst is O1CCCC1.[Cu]I.C1(C=CC=CC=1)[P](C1C=CC=CC=1)(C1C=CC=CC=1)[Pd][P](C1C=CC=CC=1)(C1C=CC=CC=1)C1C=CC=CC=1. The product is [NH2:1][C:2]1[C:12]([C:28]#[C:27][C:21]2[CH:26]=[CH:25][CH:24]=[CH:23][CH:22]=2)=[CH:11][C:5]([C:6]([O:8][CH2:9][CH3:10])=[O:7])=[CH:4][N:3]=1. The yield is 0.860. (5) The reactants are [Cl:1][C:2]1[C:3]([CH3:23])=[C:4]([S:8]([NH:11][C:12]2[S:13][CH:14]=[C:15]([CH2:17][CH2:18][NH:19][CH2:20][CH2:21][OH:22])[N:16]=2)(=[O:10])=[O:9])[CH:5]=[CH:6][CH:7]=1.C(=O)([O-])[O-].[Na+].[Na+].[O:30]1[CH:34]=[CH:33][CH:32]=[C:31]1[C:35](Cl)=[O:36].C(OCC)(=O)C. The catalyst is C1COCC1. The product is [Cl:1][C:2]1[C:3]([CH3:23])=[C:4]([S:8]([NH:11][C:12]2[S:13][CH:14]=[C:15]([CH2:17][CH2:18][N:19]([CH2:20][CH2:21][OH:22])[C:35]([C:31]3[O:30][CH:34]=[CH:33][CH:32]=3)=[O:36])[N:16]=2)(=[O:9])=[O:10])[CH:5]=[CH:6][CH:7]=1. The yield is 0.360. (6) The reactants are [C:1]([O:5][C:6](=[O:26])[N:7]([CH2:9][C:10]1[CH:14]=[C:13](Br)[N:12]([S:16]([C:19]2[CH:20]=[N:21][C:22]([CH3:25])=[CH:23][CH:24]=2)(=[O:18])=[O:17])[CH:11]=1)[CH3:8])([CH3:4])([CH3:3])[CH3:2].[F:27][C:28]1[C:33](B(O)O)=[CH:32][CH:31]=[CH:30][N:29]=1.C(=O)([O-])[O-].[Na+].[Na+]. The catalyst is COCCOC.O.C1C=CC([P]([Pd]([P](C2C=CC=CC=2)(C2C=CC=CC=2)C2C=CC=CC=2)([P](C2C=CC=CC=2)(C2C=CC=CC=2)C2C=CC=CC=2)[P](C2C=CC=CC=2)(C2C=CC=CC=2)C2C=CC=CC=2)(C2C=CC=CC=2)C2C=CC=CC=2)=CC=1. The product is [C:1]([O:5][C:6](=[O:26])[N:7]([CH2:9][C:10]1[CH:14]=[C:13]([C:33]2[C:28]([F:27])=[N:29][CH:30]=[CH:31][CH:32]=2)[N:12]([S:16]([C:19]2[CH:20]=[N:21][C:22]([CH3:25])=[CH:23][CH:24]=2)(=[O:18])=[O:17])[CH:11]=1)[CH3:8])([CH3:4])([CH3:3])[CH3:2]. The yield is 0.410.